The task is: Predict the reactants needed to synthesize the given product.. This data is from Full USPTO retrosynthesis dataset with 1.9M reactions from patents (1976-2016). (1) Given the product [Cl:7][C:6]([Cl:9])([Cl:8])[CH2:5][O:4][C:2](=[O:3])[NH:34][C:16]1[N:17]([C:19]2[CH:24]=[CH:23][CH:22]=[C:21]([CH2:25][N:26]3[CH2:31][CH2:30][C:29]([F:33])([F:32])[CH2:28][CH2:27]3)[CH:20]=2)[N:18]=[C:14]([C:10]([CH3:12])([CH3:13])[CH3:11])[CH:15]=1, predict the reactants needed to synthesize it. The reactants are: Cl[C:2]([O:4][CH2:5][C:6]([Cl:9])([Cl:8])[Cl:7])=[O:3].[C:10]([C:14]1[CH:15]=[C:16]([NH2:34])[N:17]([C:19]2[CH:24]=[CH:23][CH:22]=[C:21]([CH2:25][N:26]3[CH2:31][CH2:30][C:29]([F:33])([F:32])[CH2:28][CH2:27]3)[CH:20]=2)[N:18]=1)([CH3:13])([CH3:12])[CH3:11].CCN(C(C)C)C(C)C. (2) Given the product [CH2:2]([N:9]1[CH2:13][CH2:14][N:16]([CH:17]2[CH2:18][N:19]([C:21]([O:23][C:24]([CH3:27])([CH3:26])[CH3:25])=[O:22])[CH2:20]2)[CH2:11][CH2:10]1)[C:3]1[CH:8]=[CH:7][CH:6]=[CH:5][CH:4]=1, predict the reactants needed to synthesize it. The reactants are: Cl.[CH2:2]([N:9]([CH2:13][CH2:14]Cl)[CH2:10][CH2:11]Cl)[C:3]1[CH:8]=[CH:7][CH:6]=[CH:5][CH:4]=1.[NH2:16][CH:17]1[CH2:20][N:19]([C:21]([O:23][C:24]([CH3:27])([CH3:26])[CH3:25])=[O:22])[CH2:18]1.C(=O)(O)[O-].[Na+].